Dataset: Reaction yield outcomes from USPTO patents with 853,638 reactions. Task: Predict the reaction yield, written as a fraction of the theoretical maximum amount of product (1.0 means a 100% yield; for example, 0.34 means a 34% yield). The reactants are [NH2:1][C:2]1[CH:7]=[CH:6][C:5]([C:8](=[O:12])[CH2:9][CH2:10][CH3:11])=[CH:4][C:3]=1[OH:13].[CH3:14][C:15](OC(C)=O)=[O:16]. The catalyst is C(Cl)(Cl)Cl. The product is [C:8]([C:5]1[CH:6]=[CH:7][C:2]([NH:1][C:15](=[O:16])[CH3:14])=[C:3]([OH:13])[CH:4]=1)(=[O:12])[CH2:9][CH2:10][CH3:11]. The yield is 0.930.